Dataset: Catalyst prediction with 721,799 reactions and 888 catalyst types from USPTO. Task: Predict which catalyst facilitates the given reaction. (1) Reactant: [CH:1]([C:4]1[O:8][C:7]([C@H:9]2[CH2:14][CH2:13][C@H:12]([C:15]([OH:17])=O)[CH2:11][CH2:10]2)=[N:6][N:5]=1)([CH3:3])[CH3:2].CCN=C=NCCCN(C)C.Cl.C1C=CC2N(O)N=NC=2C=1.O.[NH2:41][CH2:42][CH2:43][NH:44][C:45](=[O:51])[O:46][C:47]([CH3:50])([CH3:49])[CH3:48]. Product: [CH:1]([C:4]1[O:8][C:7]([C@H:9]2[CH2:10][CH2:11][C@H:12]([C:15]([NH:41][CH2:42][CH2:43][NH:44][C:45](=[O:51])[O:46][C:47]([CH3:49])([CH3:48])[CH3:50])=[O:17])[CH2:13][CH2:14]2)=[N:6][N:5]=1)([CH3:2])[CH3:3]. The catalyst class is: 31. (2) Reactant: C([O:4][C:5]1[CH:25]=[CH:24][C:8]([C:9]2[CH2:10][O:11][C:12]3[C:17]([CH:18]=2)=[CH:16][CH:15]=[C:14]([O:19]C(=O)C)[C:13]=3[CH3:23])=[CH:7][C:6]=1[O:26][CH3:27])(=O)C.N1C=CN=C1.CC1C(O)=CC=C2C=1OCC(C1C=CC(O)=CC=1)=C2. Product: [CH3:27][O:26][C:6]1[CH:7]=[C:8]([CH:24]=[CH:25][C:5]=1[OH:4])[C:9]1[CH2:10][O:11][C:12]2[C:17]([CH:18]=1)=[CH:16][CH:15]=[C:14]([OH:19])[C:13]=2[CH3:23]. The catalyst class is: 8. (3) Reactant: [Br-].C([O:4][C:5](=[O:14])[CH2:6][CH2:7][CH2:8][N+:9]([CH2:12][CH3:13])([CH3:11])[CH3:10])C. Product: [CH2:12]([N+:9]([CH3:11])([CH3:10])[CH2:8][CH2:7][CH2:6][C:5]([O-:14])=[O:4])[CH3:13]. The catalyst class is: 6.